This data is from Reaction yield outcomes from USPTO patents with 853,638 reactions. The task is: Predict the reaction yield, written as a fraction of the theoretical maximum amount of product (1.0 means a 100% yield; for example, 0.34 means a 34% yield). (1) The reactants are [CH3:1][C:2]1[C:10]2[C:5](=[CH:6][CH:7]=[C:8]([CH:11]=O)[CH:9]=2)[NH:4][N:3]=1.[CH3:13][O:14][CH2:15][CH2:16][C:17](=O)[CH2:18][C:19]#[N:20].[C:29]([O:31][CH2:32][C:33](=O)[CH2:28][C:29]([O:31][CH2:32][CH3:33])=[O:30])(=[O:30])[CH3:28].C([O-])(=O)C.[NH4+:39].Cl. The catalyst is C(O)CC. The product is [CH3:13][O:14][CH2:15][CH2:16][C:17]1[NH:39][C:33]2[CH2:32][O:31][C:29](=[O:30])[C:28]=2[CH:11]([C:8]2[CH:9]=[C:10]3[C:5](=[CH:6][CH:7]=2)[NH:4][N:3]=[C:2]3[CH3:1])[C:18]=1[C:19]#[N:20]. The yield is 0.230. (2) The reactants are [H-].[Na+].[Cl:3][C:4]1[CH:5]=[CH:6][C:7]([CH2:10][OH:11])=[N:8][CH:9]=1.I[CH3:13]. The catalyst is C1COCC1. The product is [Cl:3][C:4]1[CH:5]=[CH:6][C:7]([CH2:10][O:11][CH3:13])=[N:8][CH:9]=1. The yield is 0.910. (3) The reactants are [Br:1][C:2]1[CH:7]=[CH:6][C:5]([CH:8]2[C:13]([C:14]([O:16][CH2:17][CH3:18])=[O:15])=[C:12]([CH3:19])[NH:11][C:10]([CH3:20])=[C:9]2[C:21]([O:23][CH2:24][CH3:25])=[O:22])=[CH:4][CH:3]=1.[H-].[Na+].[CH2:28](Cl)[C:29]1[CH:34]=[CH:33][CH:32]=[CH:31][CH:30]=1.[NH4+].[Cl-]. The catalyst is CN(C=O)C. The product is [CH2:28]([N:11]1[C:12]([CH3:19])=[C:13]([C:14]([O:16][CH2:17][CH3:18])=[O:15])[CH:8]([C:5]2[CH:4]=[CH:3][C:2]([Br:1])=[CH:7][CH:6]=2)[C:9]([C:21]([O:23][CH2:24][CH3:25])=[O:22])=[C:10]1[CH3:20])[C:29]1[CH:34]=[CH:33][CH:32]=[CH:31][CH:30]=1. The yield is 0.0400. (4) The reactants are [F:1][C:2]([F:38])([F:37])[O:3][C:4]1[CH:9]=[CH:8][C:7]([N:10]2[CH:14]=[N:13][C:12]([C:15]3[CH:36]=[CH:35][C:18]([CH2:19][NH:20][O:21][C@H:22]4[C@H:27]([O:28][CH3:29])[C@H:26]([O:30][CH3:31])[C@@H:25]([O:32][CH3:33])[C@H:24]([CH3:34])[O:23]4)=[CH:17][CH:16]=3)=[N:11]2)=[CH:6][CH:5]=1.[ClH:39]. The catalyst is C(OCC)C. The product is [ClH:39].[F:38][C:2]([F:1])([F:37])[O:3][C:4]1[CH:9]=[CH:8][C:7]([N:10]2[CH:14]=[N:13][C:12]([C:15]3[CH:36]=[CH:35][C:18]([CH2:19][NH:20][O:21][C@H:22]4[C@H:27]([O:28][CH3:29])[C@H:26]([O:30][CH3:31])[C@@H:25]([O:32][CH3:33])[C@H:24]([CH3:34])[O:23]4)=[CH:17][CH:16]=3)=[N:11]2)=[CH:6][CH:5]=1. The yield is 0.750.